From a dataset of Reaction yield outcomes from USPTO patents with 853,638 reactions. Predict the reaction yield, written as a fraction of the theoretical maximum amount of product (1.0 means a 100% yield; for example, 0.34 means a 34% yield). (1) The reactants are Br[CH2:2][CH2:3][CH2:4][CH2:5][CH2:6]Br.C(=O)([O-])[O-].[Na+].[Na+].[NH2:14][C:15]1[CH:20]=[CH:19][C:18]([CH3:21])=[CH:17][CH:16]=1. The catalyst is CO. The product is [CH3:21][C:18]1[CH:19]=[CH:20][C:15]([N:14]2[CH2:6][CH2:5][CH2:4][CH2:3][CH2:2]2)=[CH:16][CH:17]=1. The yield is 0.503. (2) The reactants are [F:1][C:2]1[CH:3]=[C:4]2[C:8](=[CH:9][CH:10]=1)[NH:7][CH:6]=[C:5]2[CH2:11][CH2:12][NH2:13].[CH3:14][C:15]1[N:16]=[C:17]([C:23]2[CH:28]=[CH:27][C:26]([CH3:29])=[CH:25][CH:24]=2)[S:18][C:19]=1[C:20](O)=[O:21].CN(C(ON1N=NC2C=CC=NC1=2)=[N+](C)C)C.F[P-](F)(F)(F)(F)F.C(N(CC)C(C)C)(C)C. The catalyst is CN(C=O)C.ClCCl.C(OCC)(=O)C. The product is [F:1][C:2]1[CH:3]=[C:4]2[C:8](=[CH:9][CH:10]=1)[NH:7][CH:6]=[C:5]2[CH2:11][CH2:12][NH:13][C:20]([C:19]1[S:18][C:17]([C:23]2[CH:28]=[CH:27][C:26]([CH3:29])=[CH:25][CH:24]=2)=[N:16][C:15]=1[CH3:14])=[O:21]. The yield is 0.270. (3) The reactants are [F:1][C:2]1[CH:3]=[C:4]([C:26]([O:28]CC)=O)[C:5]2[C:6](=O)[CH:7]([C:18]3[CH:23]=[CH:22][C:21]([F:24])=[CH:20][CH:19]=3)[CH:8]([C:12]3[N:13]([CH3:17])[CH:14]=[CH:15][N:16]=3)[NH:9][C:10]=2[CH:11]=1.O.[NH2:32][NH2:33]. The catalyst is CO. The product is [F:1][C:2]1[CH:11]=[C:10]2[NH:9][CH:8]([C:12]3[N:13]([CH3:17])[CH:14]=[CH:15][N:16]=3)[CH:7]([C:18]3[CH:23]=[CH:22][C:21]([F:24])=[CH:20][CH:19]=3)[C:6]3=[N:32][NH:33][C:26](=[O:28])[C:4]([CH:3]=1)=[C:5]23. The yield is 0.140. (4) The reactants are C(=O)([O-])[O-].[K+].[K+].CS(O[CH2:12][CH2:13][CH2:14][O:15][CH3:16])(=O)=O.[Br:17][C:18]1[CH:23]=[CH:22][C:21](S)=[CH:20][CH:19]=1.O[O:26][S:27]([O-:29])=O.[K+]. The catalyst is CN(C=O)C.O. The product is [CH3:16][O:15][CH2:14][CH2:13][CH2:12][S:27]([C:21]1[CH:22]=[CH:23][C:18]([Br:17])=[CH:19][CH:20]=1)(=[O:29])=[O:26]. The yield is 0.620. (5) The reactants are [Si]([O:8][CH2:9][C:10]1([CH3:36])[S:16][CH2:15][CH2:14][N:13]2[C:17]([C:20]3([C:23]4[CH:28]=[CH:27][C:26]([C:29]5[CH:34]=[CH:33][C:32]([CH3:35])=[CH:31][CH:30]=5)=[CH:25][CH:24]=4)[CH2:22][CH2:21]3)=[N:18][N:19]=[C:12]2[CH2:11]1)(C(C)(C)C)(C)C.Cl. The catalyst is CO. The product is [CH3:36][C:10]1([CH2:9][OH:8])[S:16][CH2:15][CH2:14][N:13]2[C:17]([C:20]3([C:23]4[CH:28]=[CH:27][C:26]([C:29]5[CH:30]=[CH:31][C:32]([CH3:35])=[CH:33][CH:34]=5)=[CH:25][CH:24]=4)[CH2:22][CH2:21]3)=[N:18][N:19]=[C:12]2[CH2:11]1. The yield is 0.980. (6) The reactants are C(=O)([O-])[O-].[Cs+].[Cs+].Cl.[CH2:8]1[C:13]2([CH2:18][CH2:17][N:16]([C:19]([O:21][C:22]([CH3:25])([CH3:24])[CH3:23])=[O:20])[CH2:15][CH2:14]2)[CH2:12][NH:11][CH2:10][CH2:9]1.Br[CH2:27][CH2:28][C:29]#[CH:30]. The catalyst is C(#N)C. The product is [CH2:30]([N:11]1[CH2:12][C:13]2([CH2:14][CH2:15][N:16]([C:19]([O:21][C:22]([CH3:25])([CH3:24])[CH3:23])=[O:20])[CH2:17][CH2:18]2)[CH2:8][CH2:9][CH2:10]1)[CH2:29][C:28]#[CH:27]. The yield is 0.980. (7) The reactants are [N+:1]([C:4]1[CH:9]=[CH:8][CH:7]=[C:6]([N+:10]([O-])=O)[C:5]=1[NH:13][CH2:14][CH2:15][CH2:16][C:17]([O:19][CH2:20][CH3:21])=[O:18])([O-])=O. The catalyst is O1CCCC1.[Pd]. The product is [NH2:1][C:4]1[CH:9]=[CH:8][CH:7]=[C:6]([NH2:10])[C:5]=1[NH:13][CH2:14][CH2:15][CH2:16][C:17]([O:19][CH2:20][CH3:21])=[O:18]. The yield is 1.00.